This data is from Full USPTO retrosynthesis dataset with 1.9M reactions from patents (1976-2016). The task is: Predict the reactants needed to synthesize the given product. (1) Given the product [OH:1][C@H:2]1[CH:6]=[CH:5][C@H:4]([O:7][C:8]([C:21]2[CH:26]=[CH:25][CH:24]=[CH:23][CH:22]=2)([C:9]2[CH:10]=[CH:11][CH:12]=[CH:13][CH:14]=2)[C:15]2[CH:20]=[CH:19][CH:18]=[CH:17][CH:16]=2)[CH2:3]1, predict the reactants needed to synthesize it. The reactants are: [OH:1][C@@H:2]1[CH:6]=[CH:5][C@H:4]([O:7][C:8]([C:21]2[CH:26]=[CH:25][CH:24]=[CH:23][CH:22]=2)([C:15]2[CH:20]=[CH:19][CH:18]=[CH:17][CH:16]=2)[C:9]2[CH:14]=[CH:13][CH:12]=[CH:11][CH:10]=2)[CH2:3]1. (2) Given the product [CH2:24]([O:26][C:27]([C:29]1[C:30]2[S:38][CH:37]=[C:36]([CH2:39][O:20][C:18]3[CH:19]=[C:14]([O:13][CH2:12][C:11]4[CH:22]=[CH:23][C:8]([Cl:7])=[CH:9][CH:10]=4)[CH:15]=[CH:16][C:17]=3[CH3:21])[C:31]=2[C:32]([Cl:35])=[N:33][CH:34]=1)=[O:28])[CH3:25], predict the reactants needed to synthesize it. The reactants are: C(=O)([O-])[O-].[K+].[K+].[Cl:7][C:8]1[CH:23]=[CH:22][C:11]([CH2:12][O:13][C:14]2[CH:15]=[CH:16][C:17]([CH3:21])=[C:18]([OH:20])[CH:19]=2)=[CH:10][CH:9]=1.[CH2:24]([O:26][C:27]([C:29]1[C:30]2[S:38][CH:37]=[C:36]([CH2:39]Br)[C:31]=2[C:32]([Cl:35])=[N:33][CH:34]=1)=[O:28])[CH3:25]. (3) Given the product [C:1]([NH:4][C:5]1[CH:13]=[CH:12][CH:11]=[C:10]2[C:6]=1[C:7]([S:19][C:29]1[CH:30]=[CH:31][CH:32]=[CH:33][C:28]=1[Cl:27])=[C:8]([CH3:18])[N:9]2[CH2:14][C:15]([OH:17])=[O:16])(=[O:3])[CH3:2], predict the reactants needed to synthesize it. The reactants are: [C:1]([NH:4][C:5]1[CH:13]=[CH:12][CH:11]=[C:10]2[C:6]=1[C:7]([S:19]C1C=CC=C(Cl)C=1)=[C:8]([CH3:18])[N:9]2[CH2:14][C:15]([OH:17])=[O:16])(=[O:3])[CH3:2].[Cl:27][C:28]1[CH:33]=[CH:32][CH:31]=[CH:30][C:29]=1S. (4) The reactants are: [NH2:1][C:2]1[CH:3]=[C:4]2[C:9](=[CH:10][C:11]=1[NH2:12])[N:8]([CH2:13][CH3:14])[C:7](=[O:15])C[C:5]2([CH3:17])[CH3:16].[CH:18]([C:20]1[C:28]2[C:23](=[CH:24][CH:25]=[C:26]([C:29]([OH:31])=[O:30])[CH:27]=2)[NH:22][N:21]=1)=O.[S].O. Given the product [CH2:13]([N:8]1[C:9]2[CH:10]=[C:11]3[NH:12][C:18]([C:20]4[C:28]5[C:23](=[CH:24][CH:25]=[C:26]([C:29]([OH:31])=[O:30])[CH:27]=5)[NH:22][N:21]=4)=[N:1][C:2]3=[CH:3][C:4]=2[C:5]([CH3:16])([CH3:17])[C:7]1=[O:15])[CH3:14], predict the reactants needed to synthesize it. (5) Given the product [Cl:31][C:12]1[CH:11]=[CH:10][C:9]([NH:8][C:5](=[O:6])[CH2:4][CH2:3][O:2][CH3:1])=[CH:14][C:13]=1[S:15]([NH:18][C@@H:19]1[CH2:23][CH2:22][N:21]([C:24]#[N:34])[CH2:20]1)(=[O:17])=[O:16], predict the reactants needed to synthesize it. The reactants are: [CH3:1][O:2][CH2:3][CH2:4][C:5](Cl)=[O:6].[NH2:8][C:9]1[CH:10]=[CH:11][C:12]([Cl:31])=[C:13]([S:15]([NH:18][C@@H:19]2[CH2:23][CH2:22][N:21]([C:24](OC(C)(C)C)=O)[CH2:20]2)(=[O:17])=[O:16])[CH:14]=1.CC[N:34](C(C)C)C(C)C.C(O)C(N)(CO)CO.BrC#N.